From a dataset of Catalyst prediction with 721,799 reactions and 888 catalyst types from USPTO. Predict which catalyst facilitates the given reaction. (1) Reactant: [CH3:1][C:2]1[CH:3]=[C:4]([C:8]2[N:9]=[C:10]([C:21]3[CH:26]=[CH:25][C:24]([S:27]([CH3:30])(=[O:29])=[O:28])=[CH:23][CH:22]=3)[S:11][C:12]=2[C:13]2[CH:18]=[CH:17][N:16]=[C:15]([CH2:19]O)[CH:14]=2)[CH:5]=[CH:6][CH:7]=1.S(Cl)([Cl:33])=O.[NH:35]1[CH2:39][CH2:38][CH2:37][CH2:36]1.C(=O)([O-])[O-].[K+].[K+].C(=O)([O-])O.[Na+]. Product: [ClH:33].[ClH:33].[CH3:30][S:27]([C:24]1[CH:25]=[CH:26][C:21]([C:10]2[S:11][C:12]([C:13]3[CH:18]=[CH:17][N:16]=[C:15]([CH2:19][N:35]4[CH2:39][CH2:38][CH2:37][CH2:36]4)[CH:14]=3)=[C:8]([C:4]3[CH:5]=[CH:6][CH:7]=[C:2]([CH3:1])[CH:3]=3)[N:9]=2)=[CH:22][CH:23]=1)(=[O:28])=[O:29]. The catalyst class is: 213. (2) Reactant: [CH3:1][C:2]([C:4]1[CH:9]=[CH:8][C:7](Br)=[CH:6][CH:5]=1)=[O:3].C([Sn](CCCC)(CCCC)[C:16]1[S:17][CH:18]=[CH:19][N:20]=1)CCC.C(Cl)(Cl)Cl.Cl. Product: [S:17]1[CH:18]=[CH:19][N:20]=[C:16]1[C:7]1[CH:8]=[CH:9][C:4]([C:2](=[O:3])[CH3:1])=[CH:5][CH:6]=1. The catalyst class is: 184. (3) Reactant: [NH2:1][C:2]1[C:3]([CH3:8])=[CH:4][CH:5]=[CH:6][CH:7]=1.N1C=CC=CC=1.[CH2:15]([O:22][C:23]1[CH:31]=[C:30]([O:32][CH2:33][C:34]2[CH:39]=[CH:38][CH:37]=[CH:36][CH:35]=2)[C:29]([Br:40])=[CH:28][C:24]=1[C:25](Cl)=[O:26])[C:16]1[CH:21]=[CH:20][CH:19]=[CH:18][CH:17]=1. Product: [CH2:15]([O:22][C:23]1[CH:31]=[C:30]([O:32][CH2:33][C:34]2[CH:39]=[CH:38][CH:37]=[CH:36][CH:35]=2)[C:29]([Br:40])=[CH:28][C:24]=1[C:25]([NH:1][C:2]1[CH:7]=[CH:6][CH:5]=[CH:4][C:3]=1[CH3:8])=[O:26])[C:16]1[CH:17]=[CH:18][CH:19]=[CH:20][CH:21]=1. The catalyst class is: 4.